Task: Predict the product of the given reaction.. Dataset: Forward reaction prediction with 1.9M reactions from USPTO patents (1976-2016) (1) Given the reactants CS(CC1C=CC2N=[CH:12][N:11]([C:14]3SC(C([O-])=O)=[CH:16][CH:15]=3)[C:10]=2[CH:22]=1)(=O)=O.[Cl:23][C:24]1[C:29]([OH:30])=[CH:28][CH:27]=[CH:26][C:25]=1[C@H:31]([O:33][C:34]1[CH:38]=[C:37]([N:39]2[C:43]3[CH:44]=[C:45]([CH2:48][S:49]([CH3:52])(=[O:51])=[O:50])[CH:46]=[CH:47][C:42]=3[N:41]=[CH:40]2)[S:36][C:35]=1[C:53](OC)=[O:54])[CH3:32].CC1C=CC(S(OC[C@H]2CCC[N:70]2C(OC(C)(C)C)=O)(=O)=O)=CC=1, predict the reaction product. The product is: [Cl:23][C:24]1[C:29]([O:30][CH2:22][C@H:10]2[CH2:16][CH2:15][CH2:14][N:11]2[CH3:12])=[CH:28][CH:27]=[CH:26][C:25]=1[C@H:31]([O:33][C:34]1[CH:38]=[C:37]([N:39]2[C:43]3[CH:44]=[C:45]([CH2:48][S:49]([CH3:52])(=[O:50])=[O:51])[CH:46]=[CH:47][C:42]=3[N:41]=[CH:40]2)[S:36][C:35]=1[C:53]([NH2:70])=[O:54])[CH3:32]. (2) Given the reactants [I:1][CH2:2][C@H:3]1[O:7][C@@H:6]([N:8]2[CH:16]=[C:14]([CH3:15])[C:12](=[O:13])[NH:11][C:9]2=[O:10])[CH2:5][C@H:4]1[OH:17].[C:18](OC(=O)C)(=[O:20])[CH3:19], predict the reaction product. The product is: [C:18]([O:17][C@H:4]1[C@@H:3]([CH2:2][I:1])[O:7][C@@H:6]([N:8]2[CH:16]=[C:14]([CH3:15])[C:12](=[O:13])[NH:11][C:9]2=[O:10])[CH2:5]1)(=[O:20])[CH3:19]. (3) Given the reactants Br[C:2]1[C:11]2[C:6](=[CH:7][C:8]([O:14][CH3:15])=[C:9]([O:12][CH3:13])[CH:10]=2)[N:5]=[N:4][CH:3]=1.[NH:16]1[CH2:21][CH2:20][CH2:19][CH:18]([CH2:22][N:23]2[CH2:27][CH2:26][CH2:25][C:24]2=[O:28])[CH2:17]1.CC1(C)C2C=CC=C(P(C3C=CC=CC=3)C3C=CC=CC=3)C=2OC2C1=CC=CC=2P(C1C=CC=CC=1)C1C=CC=CC=1.CC(C)([O-])C.[Na+].C1(C)C=CC=CC=1, predict the reaction product. The product is: [CH3:13][O:12][C:9]1[CH:10]=[C:11]2[C:6](=[CH:7][C:8]=1[O:14][CH3:15])[N:5]=[N:4][CH:3]=[C:2]2[N:16]1[CH2:21][CH2:20][CH2:19][CH:18]([CH2:22][N:23]2[CH2:27][CH2:26][CH2:25][C:24]2=[O:28])[CH2:17]1. (4) Given the reactants [CH2:1]([O:3][P:4](/[CH:9]=[CH:10]/[C:11]1[C:12]([O:22][CH2:23][C:24]2[CH:49]=[CH:48][C:27]([O:28][CH2:29][C:30]3[N:31]=[C:32]([C:36]4[CH:37]=[C:38]([CH2:42][C:43]([O:45]CC)=[O:44])[CH:39]=[CH:40][CH:41]=4)[O:33][C:34]=3[CH3:35])=[C:26]([O:50][CH3:51])[CH:25]=2)=[N:13][N:14]([C:16]2[CH:21]=[CH:20][CH:19]=[CH:18][CH:17]=2)[CH:15]=1)([O:6][CH2:7][CH3:8])=[O:5])[CH3:2].O1CCCC1.[OH-].[Na+].Cl, predict the reaction product. The product is: [CH2:7]([O:6][P:4](/[CH:9]=[CH:10]/[C:11]1[C:12]([O:22][CH2:23][C:24]2[CH:49]=[CH:48][C:27]([O:28][CH2:29][C:30]3[N:31]=[C:32]([C:36]4[CH:37]=[C:38]([CH2:42][C:43]([OH:45])=[O:44])[CH:39]=[CH:40][CH:41]=4)[O:33][C:34]=3[CH3:35])=[C:26]([O:50][CH3:51])[CH:25]=2)=[N:13][N:14]([C:16]2[CH:17]=[CH:18][CH:19]=[CH:20][CH:21]=2)[CH:15]=1)([O:3][CH2:1][CH3:2])=[O:5])[CH3:8].